Dataset: Peptide-MHC class I binding affinity with 185,985 pairs from IEDB/IMGT. Task: Regression. Given a peptide amino acid sequence and an MHC pseudo amino acid sequence, predict their binding affinity value. This is MHC class I binding data. The peptide sequence is FSLPFPFLYKFLL. The MHC is HLA-A11:01 with pseudo-sequence HLA-A11:01. The binding affinity (normalized) is 0.398.